Task: Predict which catalyst facilitates the given reaction.. Dataset: Catalyst prediction with 721,799 reactions and 888 catalyst types from USPTO (1) Reactant: [N:1]([O-:3])=[O:2].[Na+].[CH:5]1([C:8]2[C:17]3[C:12](=[CH:13][CH:14]=[CH:15][CH:16]=3)[CH:11]=[CH:10][CH:9]=2)[CH2:7][CH2:6]1.O. Product: [CH:5]1([C:8]2[C:17]3[C:12](=[CH:13][CH:14]=[CH:15][CH:16]=3)[C:11]([N+:1]([O-:3])=[O:2])=[CH:10][CH:9]=2)[CH2:7][CH2:6]1. The catalyst class is: 25. (2) Reactant: [NH:1]1[CH:5]=[CH:4][N:3]=[C:2]1[N:6]1[C:14]2[C:9](=[CH:10][C:11]([N+:15]([O-:17])=[O:16])=[CH:12][CH:13]=2)[CH2:8][CH2:7]1.[C:18]([O:22][C:23](O[C:23]([O:22][C:18]([CH3:21])([CH3:20])[CH3:19])=[O:24])=[O:24])([CH3:21])([CH3:20])[CH3:19]. Product: [N+:15]([C:11]1[CH:10]=[C:9]2[C:14](=[CH:13][CH:12]=1)[N:6]([C:2]1[N:1]([C:23]([O:22][C:18]([CH3:21])([CH3:20])[CH3:19])=[O:24])[CH:5]=[CH:4][N:3]=1)[CH2:7][CH2:8]2)([O-:17])=[O:16]. The catalyst class is: 7. (3) Reactant: [C:1]([O:5][C:6]([N:8]1[C:13]2[CH:14]=[C:15]([Cl:19])[C:16]([NH2:18])=[CH:17][C:12]=2[O:11][CH:10]([C:20]([N:22]2[CH2:27][CH2:26][C:25]([C:36]#[N:37])([CH2:28][C:29]3[CH:34]=[CH:33][C:32]([F:35])=[CH:31][CH:30]=3)[CH2:24][CH2:23]2)=[O:21])[CH2:9]1)=[O:7])([CH3:4])([CH3:3])[CH3:2].N(OC(C)(C)C)=O.[Si]([N:49]=[N+:50]=[N-])(C)(C)C. Product: [C:1]([O:5][C:6]([N:8]1[C:13]2[CH:14]=[C:15]([Cl:19])[C:16]([N:18]=[N+:49]=[N-:50])=[CH:17][C:12]=2[O:11][CH:10]([C:20]([N:22]2[CH2:27][CH2:26][C:25]([C:36]#[N:37])([CH2:28][C:29]3[CH:30]=[CH:31][C:32]([F:35])=[CH:33][CH:34]=3)[CH2:24][CH2:23]2)=[O:21])[CH2:9]1)=[O:7])([CH3:4])([CH3:2])[CH3:3]. The catalyst class is: 10.